This data is from Forward reaction prediction with 1.9M reactions from USPTO patents (1976-2016). The task is: Predict the product of the given reaction. (1) Given the reactants [OH:1][C@:2]1([C@:23]2([CH3:24])[C@H:9]([C@H:10]3[C:20](=[CH:21][CH2:22]2)[C@:18]2([CH3:19])[C:13](=[CH:14][C:15](=[O:25])[CH2:16][CH2:17]2)[CH2:12][CH2:11]3)[CH2:8][CH2:7]1)[C:3](=[O:6])[CH2:4][OH:5].F[C:27](F)(F)[C:28]([OH:30])=O.O1CCO[CH2:35][CH2:34]1, predict the reaction product. The product is: [C:28]([O:1][C@:2]1([C@:23]2([CH3:24])[C@H:9]([C@H:10]3[C:20](=[CH:21][CH2:22]2)[C@:18]2([CH3:19])[C:13](=[CH:14][C:15](=[O:25])[CH2:16][CH2:17]2)[CH2:12][CH2:11]3)[CH2:8][CH2:7]1)[C:3](=[O:6])[CH2:4][OH:5])(=[O:30])[CH2:27][CH2:34][CH3:35]. (2) Given the reactants CCN(C(C)C)C(C)C.Br[C:11]1[CH:12]=[CH:13][C:14]([CH2:17][CH2:18][NH:19][C:20](=[O:22])[CH3:21])=[N:15][CH:16]=1.[CH2:23]([O:25][C:26]1[CH:31]=[CH:30][C:29]([C:32]#[CH:33])=[CH:28][CH:27]=1)[CH3:24], predict the reaction product. The product is: [CH2:23]([O:25][C:26]1[CH:31]=[CH:30][C:29]([C:32]#[C:33][C:11]2[CH:12]=[CH:13][C:14]([CH2:17][CH2:18][NH:19][C:20](=[O:22])[CH3:21])=[N:15][CH:16]=2)=[CH:28][CH:27]=1)[CH3:24]. (3) Given the reactants [C:1]([C:3]([C:6]1[CH:7]=[C:8]([CH:19]=[CH:20][CH:21]=1)[C:9]([NH:11][C:12]1[CH:17]=[CH:16][CH:15]=[C:14]([OH:18])[CH:13]=1)=[O:10])([CH3:5])[CH3:4])#[N:2].F[C:23]1[CH:29]=[CH:28][C:26]([NH2:27])=[CH:25][C:24]=1[N+:30]([O-:32])=[O:31].C(=O)([O-])[O-].[Cs+].[Cs+], predict the reaction product. The product is: [NH2:27][C:26]1[CH:28]=[CH:29][C:23]([O:18][C:14]2[CH:13]=[C:12]([NH:11][C:9](=[O:10])[C:8]3[CH:19]=[CH:20][CH:21]=[C:6]([C:3]([C:1]#[N:2])([CH3:5])[CH3:4])[CH:7]=3)[CH:17]=[CH:16][CH:15]=2)=[C:24]([N+:30]([O-:32])=[O:31])[CH:25]=1. (4) Given the reactants [OH:1][CH2:2][C@@H:3]([NH:7][C:8](=[O:34])[C:9]1[CH:14]=[CH:13][C:12]([CH:15]([C:27]2[CH:32]=[CH:31][CH:30]=[CH:29][C:28]=2[CH3:33])[CH2:16][C:17]([C:19]2[CH:24]=[CH:23][C:22](=[O:25])[N:21]([CH3:26])[CH:20]=2)=O)=[CH:11][CH:10]=1)[CH:4]([CH3:6])[CH3:5].Cl.[NH2:36][OH:37].C(=O)([O-])O.[Na+], predict the reaction product. The product is: [OH:1][CH2:2][C@@H:3]([NH:7][C:8](=[O:34])[C:9]1[CH:10]=[CH:11][C:12]([CH:15]([C:27]2[CH:32]=[CH:31][CH:30]=[CH:29][C:28]=2[CH3:33])[CH2:16]/[C:17](=[N:36]\[OH:37])/[C:19]2[CH:24]=[CH:23][C:22](=[O:25])[N:21]([CH3:26])[CH:20]=2)=[CH:13][CH:14]=1)[CH:4]([CH3:5])[CH3:6].